Dataset: Full USPTO retrosynthesis dataset with 1.9M reactions from patents (1976-2016). Task: Predict the reactants needed to synthesize the given product. (1) The reactants are: Br[C:2]1[N:7]=[C:6]2[S:8][C:9]([NH:11][C:12](=[O:14])[CH3:13])=[N:10][C:5]2=[CH:4][CH:3]=1.O.[NH2:16][C:17]1[CH:18]=[C:19](B(O)O)[CH:20]=[CH:21][CH:22]=1.C(=O)([O-])[O-].[K+].[K+].O. Given the product [NH2:16][C:17]1[CH:22]=[C:21]([C:2]2[N:7]=[C:6]3[S:8][C:9]([NH:11][C:12](=[O:14])[CH3:13])=[N:10][C:5]3=[CH:4][CH:3]=2)[CH:20]=[CH:19][CH:18]=1, predict the reactants needed to synthesize it. (2) Given the product [F:29][C:30]1[CH:35]=[CH:34][C:33]([S:36][CH:10]=[CH:9][C:8](=[N:7][C:1]2[CH:6]=[CH:5][CH:4]=[CH:3][CH:2]=2)[S:15][CH:16]([CH2:21][CH3:22])[CH:17]([CH3:20])[CH2:18][CH3:19])=[CH:32][CH:31]=1, predict the reactants needed to synthesize it. The reactants are: [C:1]1([N:7]=[C:8]([S:15][CH:16]([CH2:21][CH3:22])[CH:17]([CH3:20])[CH2:18][CH3:19])[C:9]#[C:10][Si](C)(C)C)[CH:6]=[CH:5][CH:4]=[CH:3][CH:2]=1.C(=O)([O-])[O-].[K+].[K+].[F:29][C:30]1[CH:35]=[CH:34][C:33]([SH:36])=[CH:32][CH:31]=1. (3) Given the product [CH3:14][N:15]([CH3:16])[C:10]([C:7]1[CH:8]=[C:9]2[C:4]([CH:3]=[CH:2][NH:1]2)=[CH:5][CH:6]=1)=[O:12], predict the reactants needed to synthesize it. The reactants are: [NH:1]1[C:9]2[C:4](=[CH:5][CH:6]=[C:7]([C:10]([OH:12])=O)[CH:8]=2)[CH:3]=[CH:2]1.C[CH2:14][N:15]=[C:16]=NCCCN(C)C.C1C=CC2N(O)N=NC=2C=1.CNC.C1COCC1.C(=O)([O-])O.[Na+].